From a dataset of Catalyst prediction with 721,799 reactions and 888 catalyst types from USPTO. Predict which catalyst facilitates the given reaction. The catalyst class is: 22. Reactant: [Br:1][C:2]1[CH:3]=[C:4]([CH:9]2[C:14]([C:15]([O:17][CH3:18])=[O:16])=[C:13](C)[NH:12][C:11]3[CH2:20][O:21][CH2:22][C:23](=[O:24])[C:10]2=3)[CH:5]=[CH:6][C:7]=1[CH3:8].N1C=CC=CC=1.[Br-].[Br-].[Br-].[NH+]1C=CC=CC=1.[NH+]1C=CC=CC=1.[NH+]1C=CC=CC=1. Product: [Br:1][C:2]1[CH:3]=[C:4]([CH:9]2[C:10]3[C:23](=[O:24])[CH2:22][O:21][CH2:20][C:11]=3[NH:12][C:13]3[CH2:18][O:17][C:15](=[O:16])[C:14]2=3)[CH:5]=[CH:6][C:7]=1[CH3:8].